From a dataset of Peptide-MHC class II binding affinity with 134,281 pairs from IEDB. Regression. Given a peptide amino acid sequence and an MHC pseudo amino acid sequence, predict their binding affinity value. This is MHC class II binding data. (1) The peptide sequence is GCGLFGKGSIVACAK. The MHC is DRB1_0801 with pseudo-sequence DRB1_0801. The binding affinity (normalized) is 0. (2) The peptide sequence is RVVASLMRGLSSRKR. The MHC is H-2-IEd with pseudo-sequence H-2-IEd. The binding affinity (normalized) is 0.422. (3) The peptide sequence is GPLQIVDKIDAAFKI. The MHC is DRB1_0101 with pseudo-sequence DRB1_0101. The binding affinity (normalized) is 0.549. (4) The peptide sequence is IVPPADKYRTFVATF. The MHC is DRB1_0101 with pseudo-sequence DRB1_0101. The binding affinity (normalized) is 0.428. (5) The peptide sequence is GEPKGAAESSSKAAL. The MHC is HLA-DQA10501-DQB10301 with pseudo-sequence HLA-DQA10501-DQB10301. The binding affinity (normalized) is 0.621.